Dataset: Catalyst prediction with 721,799 reactions and 888 catalyst types from USPTO. Task: Predict which catalyst facilitates the given reaction. (1) Reactant: [Cl:1][C:2]1[N:10]=[C:9]2[C:5]([N:6]=[CH:7][N:8]2[CH:11]2[CH2:15][CH2:14][CH2:13][CH2:12]2)=[C:4](Cl)[N:3]=1.[CH:17]1([CH:20]([NH2:28])[C:21]2[CH:26]=[CH:25][C:24]([Cl:27])=[CH:23][CH:22]=2)[CH2:19][CH2:18]1. Product: [Cl:1][C:2]1[N:10]=[C:9]2[C:5]([N:6]=[CH:7][N:8]2[CH:11]2[CH2:15][CH2:14][CH2:13][CH2:12]2)=[C:4]([NH:28][CH:20]([CH:17]2[CH2:18][CH2:19]2)[C:21]2[CH:26]=[CH:25][C:24]([Cl:27])=[CH:23][CH:22]=2)[N:3]=1. The catalyst class is: 66. (2) Reactant: [Na].C(O)C.[CH:5]([O:7][CH2:8][CH3:9])=[O:6].[Cl:10][CH2:11][C:12](OCC)=[O:13]. Product: [Cl:10][CH:11]([CH:12]=[O:13])[C:5]([O:7][CH2:8][CH3:9])=[O:6]. The catalyst class is: 27. (3) Reactant: [NH2:1][CH2:2][CH:3]([C:5]1[CH:10]=[CH:9][CH:8]=[CH:7][CH:6]=1)[OH:4].[C:11](O[C:11]([O:13][C:14]([CH3:17])([CH3:16])[CH3:15])=[O:12])([O:13][C:14]([CH3:17])([CH3:16])[CH3:15])=[O:12].C(OCC)(=O)C.O. Product: [C:14]([O:13][C:11](=[O:12])[NH:1][CH2:2][CH:3]([OH:4])[C:5]1[CH:10]=[CH:9][CH:8]=[CH:7][CH:6]=1)([CH3:17])([CH3:16])[CH3:15]. The catalyst class is: 3. (4) Product: [CH:1]1([C:4]2[C:12]([N:13]([S:14]([CH3:17])(=[O:15])=[O:16])[CH2:34][CH2:33][CH:31]3[CH2:32][O:29][CH2:30]3)=[CH:11][C:10]3[C:6](=[C:7]([C:25]([NH:27][CH3:28])=[O:26])[N:8]([C:18]4[CH:23]=[CH:22][C:21]([CH3:24])=[CH:20][N:19]=4)[N:9]=3)[CH:5]=2)[CH2:2][CH2:3]1. Reactant: [CH:1]1([C:4]2[C:12]([NH:13][S:14]([CH3:17])(=[O:16])=[O:15])=[CH:11][C:10]3[C:6](=[C:7]([C:25]([NH:27][CH3:28])=[O:26])[N:8]([C:18]4[CH:23]=[CH:22][C:21]([CH3:24])=[CH:20][N:19]=4)[N:9]=3)[CH:5]=2)[CH2:3][CH2:2]1.[O:29]1[CH2:32][CH:31]([CH2:33][CH2:34]O)[CH2:30]1.C1(P(C2C=CC=CC=2)C2C=CC=CC=2)C=CC=CC=1.CC(OC(/N=N/C(OC(C)C)=O)=O)C. The catalyst class is: 49. (5) Reactant: Cl.[Cl:2][C:3]1[CH:8]=[CH:7][CH:6]=[C:5]([F:9])[C:4]=1[C:10]1[S:11][C:12]2[C:13]([NH:20][C:21]3[CH:26]=[C:25]([NH2:27])[N:24]=[CH:23][N:22]=3)=[N:14][CH:15]=[C:16]([F:19])[C:17]=2[N:18]=1.C(O)(C(F)(F)F)=O. Product: [Cl:2][C:3]1[CH:8]=[CH:7][CH:6]=[C:5]([F:9])[C:4]=1[C:10]1[S:11][C:12]2[C:13]([NH:20][C:21]3[CH:26]=[C:25]([NH2:27])[N:24]=[CH:23][N:22]=3)=[N:14][CH:15]=[C:16]([F:19])[C:17]=2[N:18]=1. The catalyst class is: 2. (6) Reactant: [OH:1][CH2:2][C@@H:3]([NH:5][C:6]1[N:7]=[CH:8][C:9]2[CH2:15][CH2:14][N:13](C(OC(C)(C)C)=O)[CH2:12][C:10]=2[N:11]=1)[CH3:4].CO.Cl.O1CCOCC1. Product: [N:11]1[C:10]2[CH2:12][NH:13][CH2:14][CH2:15][C:9]=2[CH:8]=[N:7][C:6]=1[NH:5][C@@H:3]([CH3:4])[CH2:2][OH:1]. The catalyst class is: 2.